Dataset: Reaction yield outcomes from USPTO patents with 853,638 reactions. Task: Predict the reaction yield, written as a fraction of the theoretical maximum amount of product (1.0 means a 100% yield; for example, 0.34 means a 34% yield). (1) The reactants are [Br:1][C:2]1[S:10][C:9]2[C:4](=[N:5][CH:6]=[CH:7][C:8]=2[O:11][C:12]2[CH:17]=[CH:16][C:15]([N+:18]([O-])=O)=[CH:14][C:13]=2[F:21])[CH:3]=1.[NH4+].[Cl-].O. The catalyst is CCO.[Fe]. The product is [Br:1][C:2]1[S:10][C:9]2[C:4](=[N:5][CH:6]=[CH:7][C:8]=2[O:11][C:12]2[CH:17]=[CH:16][C:15]([NH2:18])=[CH:14][C:13]=2[F:21])[CH:3]=1. The yield is 0.910. (2) The reactants are [CH:1]([C:4]1[CH:9]=[CH:8][CH:7]=[C:6]([CH:10]([CH3:12])[CH3:11])[C:5]=1[OH:13])([CH3:3])[CH3:2].[C:14]1(=O)[O:19][C:17](=[O:18])[C:16]2=[CH:20][CH:21]=[CH:22][CH:23]=[C:15]12. No catalyst specified. The product is [OH:13][C:5]1[C:4]([CH:1]([CH3:3])[CH3:2])=[CH:9][C:8]([C:14]2([C:8]3[CH:7]=[C:6]([CH:10]([CH3:11])[CH3:12])[C:5]([OH:13])=[C:4]([CH:1]([CH3:3])[CH3:2])[CH:9]=3)[C:15]3[C:16](=[CH:20][CH:21]=[CH:22][CH:23]=3)[C:17](=[O:18])[O:19]2)=[CH:7][C:6]=1[CH:10]([CH3:12])[CH3:11]. The yield is 0.890. (3) The reactants are [Cl:1][C:2]1[CH:18]=[C:17]([Cl:19])[CH:16]=[CH:15][C:3]=1[CH2:4][NH:5][C:6]([N:8]1[CH2:11][C:10]2([CH2:14][NH:13][CH2:12]2)[CH2:9]1)=[O:7].C(N(CC)CC)C.[C:27](Cl)(=[O:34])[C:28]1[CH:33]=[CH:32][CH:31]=[CH:30][CH:29]=1. The catalyst is ClCCl. The product is [Cl:1][C:2]1[CH:18]=[C:17]([Cl:19])[CH:16]=[CH:15][C:3]=1[CH2:4][NH:5][C:6]([N:8]1[CH2:11][C:10]2([CH2:14][N:13]([C:27](=[O:34])[C:28]3[CH:33]=[CH:32][CH:31]=[CH:30][CH:29]=3)[CH2:12]2)[CH2:9]1)=[O:7]. The yield is 0.630. (4) The reactants are [Cl:1][C:2]1[S:6][C:5]([C:7]2[CH:11]=[CH:10][N:9]([CH2:12][CH:13]([CH3:15])[CH3:14])[N:8]=2)=[CH:4][CH:3]=1.[Br:16]N1C(=O)CCC1=O. The catalyst is CN(C)C=O. The product is [Br:16][C:11]1[C:7]([C:5]2[S:6][C:2]([Cl:1])=[CH:3][CH:4]=2)=[N:8][N:9]([CH2:12][CH:13]([CH3:15])[CH3:14])[CH:10]=1. The yield is 0.820. (5) The reactants are [Cl:1][C:2]1[C:7]([C:8]([F:11])([F:10])[F:9])=[CH:6][CH:5]=[C:4](Cl)[N:3]=1.[NH3:13]. No catalyst specified. The product is [Cl:1][C:2]1[N:3]=[C:4]([NH2:13])[CH:5]=[CH:6][C:7]=1[C:8]([F:11])([F:10])[F:9]. The yield is 0.460. (6) The reactants are Cl.[Cl:2][C:3]1[C:4]([F:29])=[C:5]([CH:26]=[CH:27][CH:28]=1)[NH:6][C:7]1[C:16]2[C:11](=[CH:12][C:13]([O:24][CH3:25])=[C:14]([O:17][CH2:18][C@@H:19]3[CH2:23][CH2:22][CH2:21][NH:20]3)[CH:15]=2)[N:10]=[CH:9][N:8]=1.C([O:33][CH2:34][C:35](Cl)=[O:36])(=O)C. The catalyst is C(Cl)Cl.C(N(C(C)C)CC)(C)C. The product is [Cl:2][C:3]1[C:4]([F:29])=[C:5]([CH:26]=[CH:27][CH:28]=1)[NH:6][C:7]1[C:16]2[C:11](=[CH:12][C:13]([O:24][CH3:25])=[C:14]([O:17][CH2:18][C@@H:19]3[CH2:23][CH2:22][CH2:21][N:20]3[C:34](=[O:33])[CH2:35][OH:36])[CH:15]=2)[N:10]=[CH:9][N:8]=1. The yield is 0.380.